From a dataset of Full USPTO retrosynthesis dataset with 1.9M reactions from patents (1976-2016). Predict the reactants needed to synthesize the given product. (1) Given the product [Br:1][C:2]1[CH:3]=[C:4]([NH:10][C:11]2[CH:19]=[C:14]3[CH2:15][N:16]([CH:22]4[CH2:23][O:20][CH2:21]4)[CH2:17][CH2:18][N:13]3[N:12]=2)[C:5](=[O:9])[N:6]([CH3:8])[CH:7]=1, predict the reactants needed to synthesize it. The reactants are: [Br:1][C:2]1[CH:3]=[C:4]([NH:10][C:11]2[CH:19]=[C:14]3[CH2:15][NH:16][CH2:17][CH2:18][N:13]3[N:12]=2)[C:5](=[O:9])[N:6]([CH3:8])[CH:7]=1.[O:20]1[CH2:23][C:22](=O)[CH2:21]1.C([BH3-])#N.[Na+].C(Cl)Cl.C(OCC)C.CO. (2) Given the product [F:1][C:2]([F:8])([CH:5]([F:7])[F:6])[CH2:3][O:4][C:12]1[CH:21]=[CH:20][C:15]([C:16]([O:18][CH3:19])=[O:17])=[CH:14][N:13]=1, predict the reactants needed to synthesize it. The reactants are: [F:1][C:2]([F:8])([CH:5]([F:7])[F:6])[CH2:3][OH:4].[H-].[Na+].Cl[C:12]1[CH:21]=[CH:20][C:15]([C:16]([O:18][CH3:19])=[O:17])=[CH:14][N:13]=1. (3) Given the product [I:26][C:2]1[O:1][C:5]([C:6]2[CH:7]=[C:8]3[C:13](=[CH:14][CH:15]=2)[CH:12]=[N:11][CH:10]=[CH:9]3)=[CH:4][N:3]=1, predict the reactants needed to synthesize it. The reactants are: [O:1]1[C:5]([C:6]2[CH:7]=[C:8]3[C:13](=[CH:14][CH:15]=2)[CH:12]=[N:11][CH:10]=[CH:9]3)=[CH:4][N:3]=[CH:2]1.C[Si]([N-][Si](C)(C)C)(C)C.[Li+].[I:26]CCI.S([O-])([O-])(=O)=S.[Na+].[Na+].